Predict the product of the given reaction. From a dataset of Forward reaction prediction with 1.9M reactions from USPTO patents (1976-2016). (1) Given the reactants [F:1][C:2]1[CH:7]=[CH:6][C:5]([C:8]2[C:17]3[C:12](=[CH:13][CH:14]=[C:15]([N:18]4[CH2:23][CH2:22][N:21]([CH3:24])[CH2:20][CH2:19]4)[CH:16]=3)[N:11]=[C:10]([CH3:25])[C:9]=2[CH:26]([OH:28])[CH3:27])=[CH:4][CH:3]=1.[Cl:29][C:30]1[CH:35]=[CH:34][C:33](O)=[CH:32][CH:31]=1.C1(P(C2C=CC=CC=2)C2C=CC=CC=2)C=CC=CC=1.CCOC(/N=N/C(OCC)=O)=O, predict the reaction product. The product is: [Cl:29][C:30]1[CH:35]=[CH:34][C:33]([O:28][CH:26]([C:9]2[C:10]([CH3:25])=[N:11][C:12]3[C:17]([C:8]=2[C:5]2[CH:4]=[CH:3][C:2]([F:1])=[CH:7][CH:6]=2)=[CH:16][C:15]([N:18]2[CH2:23][CH2:22][N:21]([CH3:24])[CH2:20][CH2:19]2)=[CH:14][CH:13]=3)[CH3:27])=[CH:32][CH:31]=1. (2) Given the reactants [C:1]([O:5][C:6](=[O:16])[NH:7][C@H:8]1[CH2:13][CH2:12][C@H:11]([CH2:14][OH:15])[CH2:10][CH2:9]1)([CH3:4])([CH3:3])[CH3:2].CC(OI1(OC(C)=O)(OC(C)=O)OC(=O)C2C=CC=CC1=2)=O, predict the reaction product. The product is: [C:1]([O:5][C:6](=[O:16])[NH:7][C@H:8]1[CH2:9][CH2:10][C@H:11]([CH:14]=[O:15])[CH2:12][CH2:13]1)([CH3:4])([CH3:2])[CH3:3]. (3) Given the reactants [N:1]1([C:8]2[O:9][C:10]3[CH:16]=[CH:15][C:14]([C:17]([F:20])([F:19])[F:18])=[CH:13][C:11]=3[N:12]=2)[CH2:7][CH2:6][CH2:5][NH:4][CH2:3][CH2:2]1.Cl[C:22]1[C:27]([Cl:28])=[CH:26][C:25]([C:29]([F:32])([F:31])[F:30])=[CH:24][N:23]=1.C(N(CC)C(C)C)(C)C, predict the reaction product. The product is: [Cl:28][C:27]1[C:22]([N:4]2[CH2:5][CH2:6][CH2:7][N:1]([C:8]3[O:9][C:10]4[CH:16]=[CH:15][C:14]([C:17]([F:20])([F:18])[F:19])=[CH:13][C:11]=4[N:12]=3)[CH2:2][CH2:3]2)=[N:23][CH:24]=[C:25]([C:29]([F:31])([F:30])[F:32])[CH:26]=1.